From a dataset of Full USPTO retrosynthesis dataset with 1.9M reactions from patents (1976-2016). Predict the reactants needed to synthesize the given product. (1) Given the product [Br:1][C:2]1[CH:3]=[CH:4][C:5]([CH2:18][O:19][Si:20]([CH:21]([CH3:22])[CH3:23])([CH:27]([CH3:28])[CH3:29])[CH:24]([CH3:26])[CH3:25])=[C:6]([CH:8]([C:10]2[CH:15]=[CH:14][C:13]([CH2:16][CH3:17])=[CH:12][CH:11]=2)[O:9][Si:38]([CH:45]([CH3:47])[CH3:46])([CH:42]([CH3:44])[CH3:43])[CH:39]([CH3:41])[CH3:40])[CH:7]=1, predict the reactants needed to synthesize it. The reactants are: [Br:1][C:2]1[CH:3]=[CH:4][C:5]([CH2:18][O:19][Si:20]([CH:27]([CH3:29])[CH3:28])([CH:24]([CH3:26])[CH3:25])[CH:21]([CH3:23])[CH3:22])=[C:6]([CH:8]([C:10]2[CH:15]=[CH:14][C:13]([CH2:16][CH3:17])=[CH:12][CH:11]=2)[OH:9])[CH:7]=1.N1C(C)=CC=CC=1C.[Si:38](OS(C(F)(F)F)(=O)=O)([CH:45]([CH3:47])[CH3:46])([CH:42]([CH3:44])[CH3:43])[CH:39]([CH3:41])[CH3:40]. (2) Given the product [CH2:6]([O:5][C:1](=[O:4])/[CH:2]=[CH:3]/[C:9]1[CH:8]=[CH:7][CH:6]=[C:18]([CH3:19])[C:24]=1[C:23]([O:26][CH2:27][CH3:28])=[O:25])[C:7]1[CH:12]=[CH:11][CH:10]=[CH:9][CH:8]=1, predict the reactants needed to synthesize it. The reactants are: [C:1]([O:5][CH2:6][C:7]1[CH:12]=[CH:11][CH:10]=[CH:9][CH:8]=1)(=[O:4])[CH:2]=[CH2:3].C(N([CH2:18][CH3:19])CC)C.ClCCl.[C:23]([O:26][CH2:27][CH3:28])(=[O:25])[CH3:24]. (3) Given the product [CH2:1]([N:8]1[CH2:13][CH2:12][CH:11]([C:14]([NH:16][C:17]2[CH:22]=[CH:21][C:20]([CH2:23][NH:24][C:25]3[C:34]4[C:29](=[CH:30][C:31](/[CH:39]=[CH:40]/[CH3:41])=[CH:32][CH:33]=4)[N:28]=[C:27]([N:36]([CH3:38])[CH3:37])[N:26]=3)=[CH:19][CH:18]=2)=[O:15])[CH2:10][CH2:9]1)[C:2]1[CH:7]=[CH:6][CH:5]=[CH:4][CH:3]=1, predict the reactants needed to synthesize it. The reactants are: [CH2:1]([N:8]1[CH2:13][CH2:12][CH:11]([C:14]([NH:16][C:17]2[CH:22]=[CH:21][C:20]([CH2:23][NH:24][C:25]3[C:34]4[C:29](=[CH:30][C:31](I)=[CH:32][CH:33]=4)[N:28]=[C:27]([N:36]([CH3:38])[CH3:37])[N:26]=3)=[CH:19][CH:18]=2)=[O:15])[CH2:10][CH2:9]1)[C:2]1[CH:7]=[CH:6][CH:5]=[CH:4][CH:3]=1.[CH2:39]([Sn](CCCC)(CCCC)/C=C/C)[CH2:40][CH2:41]C. (4) The reactants are: [CH2:1]([C:6]1[CH:13]=[CH:12][C:9]([CH2:10][NH2:11])=[CH:8][CH:7]=1)[CH2:2][CH2:3][CH2:4][CH3:5].Cl[CH2:15][C:16]1[CH:24]=[CH:23][C:19]([C:20](Cl)=[O:21])=[CH:18][CH:17]=1.[CH:25]1([CH2:30][CH2:31][C:32](Cl)=[O:33])[CH2:29][CH2:28][CH2:27][CH2:26]1.C(O)(=O)C.[NH2:39][CH2:40][C:41]1[CH:53]=[CH:52][C:44]2[O:45]C(C)(C)[O:47][C:48](=[O:49])[C:43]=2[CH:42]=1. Given the product [CH:25]1([CH2:30][CH2:31][C:32]([N:39]([CH2:40][C:41]2[CH:53]=[CH:52][C:44]([OH:45])=[C:43]([CH:42]=2)[C:48]([OH:49])=[O:47])[CH2:15][C:16]2[CH:24]=[CH:23][C:19]([C:20]([NH:11][CH2:10][C:9]3[CH:12]=[CH:13][C:6]([CH2:1][CH2:2][CH2:3][CH2:4][CH3:5])=[CH:7][CH:8]=3)=[O:21])=[CH:18][CH:17]=2)=[O:33])[CH2:29][CH2:28][CH2:27][CH2:26]1, predict the reactants needed to synthesize it. (5) The reactants are: [C:1]1([S:7]([N:10]2[C:18]3[C:13](=[CH:14][C:15]([F:19])=[CH:16][CH:17]=3)[CH:12]=[C:11]2Br)(=[O:9])=[O:8])[CH:6]=[CH:5][CH:4]=[CH:3][CH:2]=1.CN([CH:24]=[O:25])C.C([O-])([O-])=O.[K+].[K+]. Given the product [C:1]1([S:7]([N:10]2[C:18]3[C:13](=[CH:14][C:15]([F:19])=[CH:16][CH:17]=3)[CH:12]=[C:11]2[C:1]2[CH:2]=[C:3]([CH:4]=[CH:5][CH:6]=2)[CH:24]=[O:25])(=[O:9])=[O:8])[CH:6]=[CH:5][CH:4]=[CH:3][CH:2]=1, predict the reactants needed to synthesize it.